From a dataset of Full USPTO retrosynthesis dataset with 1.9M reactions from patents (1976-2016). Predict the reactants needed to synthesize the given product. Given the product [CH3:1][N:2]1[CH2:6][CH2:5][CH:4]([N:7]2[CH:11]=[C:10]([NH:12][C:13]3[N:21]=[C:20]4[C:16]([N:17]=[CH:18][NH:19]4)=[C:15]([O:30][C:31]4[CH:32]=[C:33]([NH:37][C:38](=[O:41])[CH:39]=[CH2:40])[CH:34]=[CH:35][CH:36]=4)[N:14]=3)[CH:9]=[N:8]2)[CH2:3]1, predict the reactants needed to synthesize it. The reactants are: [CH3:1][N:2]1[CH2:6][CH2:5][CH:4]([N:7]2[CH:11]=[C:10]([NH:12][C:13]3[N:21]=[C:20]4[C:16]([N:17]=[CH:18][N:19]4COCC[Si](C)(C)C)=[C:15]([O:30][C:31]4[CH:32]=[C:33]([NH:37][C:38](=[O:41])[CH:39]=[CH2:40])[CH:34]=[CH:35][CH:36]=4)[N:14]=3)[CH:9]=[N:8]2)[CH2:3]1.C(O)(C(F)(F)F)=O.